Dataset: Tyrosyl-DNA phosphodiesterase HTS with 341,365 compounds. Task: Binary Classification. Given a drug SMILES string, predict its activity (active/inactive) in a high-throughput screening assay against a specified biological target. (1) The drug is ClC(Cl)c1nc(nc2c1cc(Cl)cc2)c1ccccc1. The result is 0 (inactive). (2) The drug is S(=O)(=O)(N(C)C)c1cc([N+]([O-])=O)c(NCC)cc1. The result is 0 (inactive). (3) The drug is O=C(N1C2C(C3(n4nc(nc14)c1occc1)CCCCC3)CCCC2)C. The result is 0 (inactive).